This data is from NCI-60 drug combinations with 297,098 pairs across 59 cell lines. The task is: Regression. Given two drug SMILES strings and cell line genomic features, predict the synergy score measuring deviation from expected non-interaction effect. (1) Drug 1: CN(C)N=NC1=C(NC=N1)C(=O)N. Drug 2: C1=C(C(=O)NC(=O)N1)N(CCCl)CCCl. Cell line: RPMI-8226. Synergy scores: CSS=34.9, Synergy_ZIP=1.35, Synergy_Bliss=2.14, Synergy_Loewe=-9.31, Synergy_HSA=1.13. (2) Drug 1: C1C(C(OC1N2C=NC3=C(N=C(N=C32)Cl)N)CO)O. Drug 2: CCC(=C(C1=CC=CC=C1)C2=CC=C(C=C2)OCCN(C)C)C3=CC=CC=C3.C(C(=O)O)C(CC(=O)O)(C(=O)O)O. Cell line: A549. Synergy scores: CSS=13.6, Synergy_ZIP=-3.62, Synergy_Bliss=1.71, Synergy_Loewe=1.40, Synergy_HSA=1.93. (3) Drug 1: CC1C(C(CC(O1)OC2CC(OC(C2O)C)OC3=CC4=CC5=C(C(=O)C(C(C5)C(C(=O)C(C(C)O)O)OC)OC6CC(C(C(O6)C)O)OC7CC(C(C(O7)C)O)OC8CC(C(C(O8)C)O)(C)O)C(=C4C(=C3C)O)O)O)O. Drug 2: C1C(C(OC1N2C=NC(=NC2=O)N)CO)O. Cell line: HOP-92. Synergy scores: CSS=22.9, Synergy_ZIP=-3.47, Synergy_Bliss=0.0476, Synergy_Loewe=-2.40, Synergy_HSA=-1.33. (4) Drug 1: COC1=CC(=CC(=C1O)OC)C2C3C(COC3=O)C(C4=CC5=C(C=C24)OCO5)OC6C(C(C7C(O6)COC(O7)C8=CC=CS8)O)O. Drug 2: CC1C(C(CC(O1)OC2CC(CC3=C2C(=C4C(=C3O)C(=O)C5=CC=CC=C5C4=O)O)(C(=O)C)O)N)O. Cell line: SF-268. Synergy scores: CSS=40.3, Synergy_ZIP=-4.70, Synergy_Bliss=-4.75, Synergy_Loewe=-5.97, Synergy_HSA=-1.21. (5) Drug 1: C1=CC(=C2C(=C1NCCNCCO)C(=O)C3=C(C=CC(=C3C2=O)O)O)NCCNCCO. Drug 2: C#CCC(CC1=CN=C2C(=N1)C(=NC(=N2)N)N)C3=CC=C(C=C3)C(=O)NC(CCC(=O)O)C(=O)O. Cell line: HCT-15. Synergy scores: CSS=60.4, Synergy_ZIP=1.76, Synergy_Bliss=2.63, Synergy_Loewe=2.78, Synergy_HSA=2.86.